From a dataset of Catalyst prediction with 721,799 reactions and 888 catalyst types from USPTO. Predict which catalyst facilitates the given reaction. (1) Reactant: [Br:1][C:2]1[CH:3]=[CH:4][C:5]([O:26][CH3:27])=[C:6]([S:8]([C:11]2[CH:12]=[CH:13][C:14]([O:24][CH3:25])=[C:15]([NH:17]C(=O)C(F)(F)F)[CH:16]=2)(=[O:10])=[O:9])[CH:7]=1.[OH-].[Na+]. Product: [Br:1][C:2]1[CH:3]=[CH:4][C:5]([O:26][CH3:27])=[C:6]([S:8]([C:11]2[CH:12]=[CH:13][C:14]([O:24][CH3:25])=[C:15]([CH:16]=2)[NH2:17])(=[O:10])=[O:9])[CH:7]=1. The catalyst class is: 5. (2) Reactant: [F:1][C:2]1[C:7]([O:8][CH3:9])=[CH:6][C:5]([O:10][CH3:11])=[CH:4][C:3]=1[C:12]1[C:23](=[O:24])[NH:22][C:15]2[N:16]=[C:17]([S:20][CH3:21])[N:18]=[CH:19][C:14]=2[CH:13]=1.C([O-])([O-])=O.[K+].[K+].I[CH2:32][CH2:33][C:34]1[CH:39]=[CH:38][CH:37]=[C:36]([N+:40]([O-:42])=[O:41])[CH:35]=1. Product: [F:1][C:2]1[C:7]([O:8][CH3:9])=[CH:6][C:5]([O:10][CH3:11])=[CH:4][C:3]=1[C:12]1[C:23](=[O:24])[N:22]([CH2:32][CH2:33][C:34]2[CH:39]=[CH:38][CH:37]=[C:36]([N+:40]([O-:42])=[O:41])[CH:35]=2)[C:15]2[N:16]=[C:17]([S:20][CH3:21])[N:18]=[CH:19][C:14]=2[CH:13]=1. The catalyst class is: 95. (3) The catalyst class is: 22. Product: [CH2:12]([O:11][C:7]([C:8]1[CH:9]=[N:27][N:28]2[CH:29]=[C:30]([S:34](=[O:38])(=[O:39])[N:35]([CH3:37])[CH3:36])[CH:31]=[CH:32][C:33]=12)=[O:10])[CH3:13]. Reactant: C(=O)([O-])[O-].[K+].[K+].[C:7]([O:11][CH2:12][CH3:13])(=[O:10])[C:8]#[CH:9].C1(C)C=C(C)C=C(C)C=1S([O-])(=O)=O.[NH2:27][N+:28]1[CH:33]=[CH:32][CH:31]=[C:30]([S:34](=[O:39])(=[O:38])[N:35]([CH3:37])[CH3:36])[CH:29]=1. (4) Reactant: [Cl:1][C:2]1[CH:27]=[CH:26][C:5]([C:6]([NH:8][CH:9]([C:20]2[CH:25]=[CH:24][CH:23]=[CH:22][CH:21]=2)[CH2:10][CH2:11][NH:12][C:13](=[O:19])[O:14][C:15]([CH3:18])([CH3:17])[CH3:16])=[O:7])=[CH:4][C:3]=1[NH:28][C:29]([C:31]1[C:44](=[O:45])[NH:43][C:34]2[N:35]=[C:36](S(C)(=O)=O)[N:37]=[CH:38][C:33]=2[CH:32]=1)=[O:30].CN(C=O)C.[CH3:51][N:52]1[CH2:57][CH2:56][N:55]([CH2:58][CH2:59][CH2:60][NH2:61])[CH2:54][CH2:53]1. Product: [Cl:1][C:2]1[CH:27]=[CH:26][C:5]([C:6]([NH:8][CH:9]([C:20]2[CH:25]=[CH:24][CH:23]=[CH:22][CH:21]=2)[CH2:10][CH2:11][NH:12][C:13](=[O:19])[O:14][C:15]([CH3:18])([CH3:17])[CH3:16])=[O:7])=[CH:4][C:3]=1[NH:28][C:29]([C:31]1[C:44](=[O:45])[NH:43][C:34]2[N:35]=[C:36]([NH:61][CH2:60][CH2:59][CH2:58][N:55]3[CH2:54][CH2:53][N:52]([CH3:51])[CH2:57][CH2:56]3)[N:37]=[CH:38][C:33]=2[CH:32]=1)=[O:30]. The catalyst class is: 6. (5) Reactant: C(NC(C)C)(C)C.[Li]CCCC.[CH2:13]([O:17][C:18](=[O:22])[CH:19]([CH3:21])[CH3:20])[CH:14]([CH3:16])[CH3:15].[Si:23](Cl)([CH3:26])([CH3:25])[CH3:24]. Product: [CH2:13]([O:17][C:18]([O:22][Si:23]([CH3:26])([CH3:25])[CH3:24])=[C:19]([CH3:21])[CH3:20])[CH:14]([CH3:16])[CH3:15]. The catalyst class is: 1. (6) Reactant: CC[O-].[Na+].[CH3:5][C:6]1[O:10][C:9]([CH:11]=O)=[CH:8][CH:7]=1.[C:13]([O:22]CC)(=[O:21])[CH2:14][CH2:15][C:16]([O:18][CH2:19][CH3:20])=[O:17]. Product: [CH2:19]([O:18][C:16]([C:15](=[CH:11][C:9]1[O:10][C:6]([CH3:5])=[CH:7][CH:8]=1)[CH2:14][C:13]([OH:22])=[O:21])=[O:17])[CH3:20]. The catalyst class is: 8. (7) Product: [F:43][C:42]([F:45])([F:44])[C:40]([OH:46])=[O:41].[CH3:1][O:2][C:3](=[O:39])[C@@H:4]([NH:14][C:15]([C:17]1[S:18][C:19]([C:28](=[O:38])[NH:29][CH2:30][C:31]2[CH:36]=[CH:35][CH:34]=[C:33]([OH:37])[CH:32]=2)=[CH:20][C:21]=1[C:22]1[CH:27]=[CH:26][CH:25]=[CH:24][CH:23]=1)=[O:16])[CH2:5][NH2:6]. The catalyst class is: 2. Reactant: [CH3:1][O:2][C:3](=[O:39])[C@@H:4]([NH:14][C:15]([C:17]1[S:18][C:19]([C:28](=[O:38])[NH:29][CH2:30][C:31]2[CH:36]=[CH:35][CH:34]=[C:33]([OH:37])[CH:32]=2)=[CH:20][C:21]=1[C:22]1[CH:27]=[CH:26][CH:25]=[CH:24][CH:23]=1)=[O:16])[CH2:5][NH:6]C(OC(C)(C)C)=O.[C:40]([OH:46])([C:42]([F:45])([F:44])[F:43])=[O:41]. (8) Reactant: FC(F)(F)C(O)=O.[Cl:8][C:9]1[CH:10]=[CH:11][C:12]([F:38])=[C:13]([CH:15]2[C:19]([C:22]3[CH:27]=[CH:26][C:25]([Cl:28])=[CH:24][C:23]=3[F:29])([C:20]#[N:21])[CH:18]([CH2:30][C:31]([CH3:34])([CH3:33])[CH3:32])[NH:17][CH:16]2[C:35](O)=[O:36])[CH:14]=1.CC1(C)[O:44][C@@H:43]([CH2:45][CH2:46][NH2:47])[CH2:42][O:41]1.CN(C(ON1N=NC2C=CC=NC1=2)=[N+](C)C)C.F[P-](F)(F)(F)(F)F.CCN(C(C)C)C(C)C.Cl. Product: [OH:44][C@H:43]([CH2:42][OH:41])[CH2:45][CH2:46][NH:47][C:35]([CH:16]1[CH:15]([C:13]2[CH:14]=[C:9]([Cl:8])[CH:10]=[CH:11][C:12]=2[F:38])[C:19]([C:22]2[CH:27]=[CH:26][C:25]([Cl:28])=[CH:24][C:23]=2[F:29])([C:20]#[N:21])[CH:18]([CH2:30][C:31]([CH3:34])([CH3:33])[CH3:32])[NH:17]1)=[O:36]. The catalyst class is: 539. (9) Reactant: Cl.O.[CH:3]1([CH2:9][NH:10][C:11]2[CH:16]=[CH:15][CH:14]=[C:13]([O:17][C:18]3[CH:23]=[CH:22][C:21]([N+:24]([O-:26])=[O:25])=[C:20]([CH:27](OC)[O:28]C)[CH:19]=3)[CH:12]=2)[CH2:8][CH2:7][CH2:6][CH2:5][CH2:4]1. Product: [CH:3]1([CH2:9][NH:10][C:11]2[CH:12]=[C:13]([CH:14]=[CH:15][CH:16]=2)[O:17][C:18]2[CH:23]=[CH:22][C:21]([N+:24]([O-:26])=[O:25])=[C:20]([CH:19]=2)[CH:27]=[O:28])[CH2:8][CH2:7][CH2:6][CH2:5][CH2:4]1. The catalyst class is: 1. (10) Reactant: [C:1]([O:4][C:5]1([OH:17])[CH:14]=[CH:13][C:8](/[CH:9]=[CH:10]/[CH:11]=[O:12])=[CH:7][CH:6]1[O:15][CH3:16])(=[O:3])[CH3:2]. Product: [C:1]([O:4][C:5]1([OH:17])[CH:14]=[CH:13][C:8](/[CH:9]=[CH:10]/[CH2:11][OH:12])=[CH:7][CH:6]1[O:15][CH3:16])(=[O:3])[CH3:2]. The catalyst class is: 2.